Dataset: Reaction yield outcomes from USPTO patents with 853,638 reactions. Task: Predict the reaction yield, written as a fraction of the theoretical maximum amount of product (1.0 means a 100% yield; for example, 0.34 means a 34% yield). (1) The reactants are [CH3:1][O:2][C:3](=[O:26])[CH2:4][CH2:5][CH2:6][CH2:7][CH2:8][CH2:9][N:10]1[C:15](=[O:16])[CH2:14][CH2:13][CH2:12][C@@H:11]1/[CH:17]=[CH:18]/[CH:19]([OH:25])[CH2:20][CH2:21][CH2:22][CH2:23][CH3:24].[H][H]. The catalyst is [Pd].CO. The product is [CH3:1][O:2][C:3](=[O:26])[CH2:4][CH2:5][CH2:6][CH2:7][CH2:8][CH2:9][N:10]1[C:15](=[O:16])[CH2:14][CH2:13][CH2:12][C@@H:11]1[CH2:17][CH2:18][CH:19]([OH:25])[CH2:20][CH2:21][CH2:22][CH2:23][CH3:24]. The yield is 0.840. (2) The reactants are C([N:3]([CH:18](OC)[C:19](C)(C)C)[C:4](=[O:17])[C:5]1[C:10]([Si:11]([CH3:14])([CH3:13])[CH3:12])=[CH:9][C:8](Br)=[CH:7][C:6]=1[Cl:16])C.[C:25](=O)=[O:26].CC(C)=O.[Li]CCCC.CN(C=O)C.C([O-])(O)=O.[Na+]. The catalyst is C1COCC1. The product is [Cl:16][C:6]1[CH:7]=[C:8]([CH:25]=[O:26])[CH:9]=[C:10]([Si:11]([CH3:12])([CH3:13])[CH3:14])[C:5]=1[C:4]([NH:3][CH2:18][CH3:19])=[O:17]. The yield is 0.400. (3) The product is [OH:1][C:2]1[CH:15]=[CH:14][C:5]([CH2:6][CH:7]2[S:11][C:10](=[O:12])[NH:9][C:8]2=[O:13])=[CH:4][CH:3]=1. The reactants are [OH:1][C:2]1[CH:15]=[CH:14][C:5]([CH:6]=[C:7]2[S:11][C:10](=[O:12])[NH:9][C:8]2=[O:13])=[CH:4][CH:3]=1.C([O-])=O.[NH4+]. The catalyst is C(O)(=O)C.[Pd]. The yield is 0.850. (4) The reactants are O.O.Cl[Sn]Cl.[NH2:6][C:7]1[N:8]=[CH:9][C:10]([C:27]2[CH:37]=[CH:36][C:30]([C:31]([N:33]([CH3:35])[CH3:34])=[O:32])=[CH:29][CH:28]=2)=[N:11][C:12]=1[C:13]1[O:14][C:15]([C:18]2[CH:23]=[CH:22][CH:21]=[CH:20][C:19]=2[N+:24]([O-])=O)=[N:16][N:17]=1.C(=O)([O-])O.[Na+]. The catalyst is CCOC(C)=O.ClCCl. The product is [NH2:6][C:7]1[N:8]=[CH:9][C:10]([C:27]2[CH:37]=[CH:36][C:30]([C:31]([N:33]([CH3:35])[CH3:34])=[O:32])=[CH:29][CH:28]=2)=[N:11][C:12]=1[C:13]1[O:14][C:15]([C:18]2[CH:23]=[CH:22][CH:21]=[CH:20][C:19]=2[NH2:24])=[N:16][N:17]=1. The yield is 0.340. (5) The reactants are [ClH:1].[S:2]1[CH:6]=[CH:5][N:4]=[C:3]1[C:7]1([NH:11]S(C(C)(C)C)=O)[CH2:10][O:9][CH2:8]1. The catalyst is O1CCOCC1.CO. The product is [ClH:1].[S:2]1[CH:6]=[CH:5][N:4]=[C:3]1[C:7]1([NH2:11])[CH2:10][O:9][CH2:8]1. The yield is 0.700. (6) The reactants are [CH3:1][O:2][C:3]1[C:8]([C:9](=O)[CH2:10][C:11]([O:13][CH2:14][CH3:15])=[O:12])=[CH:7][CH:6]=[C:5]([O:17][CH3:18])[N:4]=1.[NH2:19][CH2:20][CH2:21][OH:22].C(O)(=O)C. The catalyst is CCO. The product is [CH3:1][O:2][C:3]1[C:8](/[C:9](/[NH:19][CH2:20][CH2:21][OH:22])=[CH:10]/[C:11]([O:13][CH2:14][CH3:15])=[O:12])=[CH:7][CH:6]=[C:5]([O:17][CH3:18])[N:4]=1. The yield is 0.980. (7) The reactants are Cl[C:2]1[N:7]2[N:8]=[CH:9][C:10]([C:11]([O:13][CH2:14][CH3:15])=[O:12])=[C:6]2[N:5]=[CH:4][C:3]=1[C:16]([O:18][CH3:19])=[O:17].[F:20][C:21]1[CH:22]=[C:23]([CH:25]=[CH:26][C:27]=1[CH3:28])[NH2:24]. No catalyst specified. The product is [CH2:14]([O:13][C:11]([C:10]1[CH:9]=[N:8][N:7]2[C:2]([NH:24][C:23]3[CH:25]=[CH:26][C:27]([CH3:28])=[C:21]([F:20])[CH:22]=3)=[C:3]([C:16]([O:18][CH3:19])=[O:17])[CH:4]=[N:5][C:6]=12)=[O:12])[CH3:15]. The yield is 0.940. (8) No catalyst specified. The yield is 0.520. The reactants are C([O:3][C:4](=O)[CH2:5][O:6][C:7]1[CH:12]=[CH:11][C:10]([CH2:13][CH2:14][CH2:15][CH2:16][NH:17][C:18]([O:20][CH2:21][C:22]2[CH:27]=[CH:26][CH:25]=[CH:24][CH:23]=2)=[O:19])=[CH:9][CH:8]=1)C.[CH3:29][NH:30][CH3:31]. The product is [CH2:21]([O:20][C:18](=[O:19])[NH:17][CH2:16][CH2:15][CH2:14][CH2:13][C:10]1[CH:11]=[CH:12][C:7]([O:6][CH2:5][C:4](=[O:3])[N:30]([CH3:31])[CH3:29])=[CH:8][CH:9]=1)[C:22]1[CH:27]=[CH:26][CH:25]=[CH:24][CH:23]=1.